This data is from Catalyst prediction with 721,799 reactions and 888 catalyst types from USPTO. The task is: Predict which catalyst facilitates the given reaction. (1) Product: [CH2:11]([O:18][CH:19]1[CH2:25][O:24][CH2:23][C:22](=[O:26])[CH2:21][CH2:20]1)[C:12]1[CH:13]=[CH:14][CH:15]=[CH:16][CH:17]=1. The catalyst class is: 4. Reactant: CS(C)=O.C(Cl)(=O)C(Cl)=O.[CH2:11]([O:18][CH:19]1[CH2:25][O:24][CH2:23][CH:22]([OH:26])[CH2:21][CH2:20]1)[C:12]1[CH:17]=[CH:16][CH:15]=[CH:14][CH:13]=1.C(N(CC)CC)C. (2) Reactant: [CH:1]([O:5][C:6]1[CH:7]=[C:8]([CH:26]=[CH:27][CH:28]=1)[CH2:9][C:10]1[C:19]2[C:14](=[CH:15][C:16]([O:22][CH3:23])=[C:17]([O:20][CH3:21])[CH:18]=2)[C:13]([CH2:24]O)=[CH:12][N:11]=1)([CH2:3][CH3:4])[CH3:2].C(N(CC)CC)C.CS([Cl:40])(=O)=O.[Cl-].[Li+]. Product: [CH:1]([O:5][C:6]1[CH:7]=[C:8]([CH:26]=[CH:27][CH:28]=1)[CH2:9][C:10]1[C:19]2[C:14](=[CH:15][C:16]([O:22][CH3:23])=[C:17]([O:20][CH3:21])[CH:18]=2)[C:13]([CH2:24][Cl:40])=[CH:12][N:11]=1)([CH2:3][CH3:4])[CH3:2]. The catalyst class is: 4. (3) Reactant: [Br:1][C:2]1[CH:3]=[C:4]([CH:8]=[C:9]([F:11])[CH:10]=1)[C:5](O)=[O:6].B.C1COCC1.CO. Product: [Br:1][C:2]1[CH:3]=[C:4]([CH2:5][OH:6])[CH:8]=[C:9]([F:11])[CH:10]=1. The catalyst class is: 1. (4) Reactant: [Cl:1][C:2]1[CH:3]=[C:4]([CH2:35][C:36]([OH:38])=[O:37])[CH:5]=[CH:6][C:7]=1[N:8]1[CH:16](O)[C:15]2[C:14]([O:18][CH2:19][C:20]([F:23])([F:22])[F:21])=[C:13]3[CH:24]=[CH:25][CH:26]=[CH:27][C:12]3=[C:11]([O:28][CH2:29][C:30]([F:33])([F:32])[F:31])[C:10]=2[C:9]1=[O:34].C([SiH](CC)CC)C. Product: [Cl:1][C:2]1[CH:3]=[C:4]([CH2:35][C:36]([OH:38])=[O:37])[CH:5]=[CH:6][C:7]=1[N:8]1[C:9](=[O:34])[C:10]2[C:11]([O:28][CH2:29][C:30]([F:31])([F:32])[F:33])=[C:12]3[CH:27]=[CH:26][CH:25]=[CH:24][C:13]3=[C:14]([O:18][CH2:19][C:20]([F:21])([F:22])[F:23])[C:15]=2[CH2:16]1. The catalyst class is: 55.